This data is from Full USPTO retrosynthesis dataset with 1.9M reactions from patents (1976-2016). The task is: Predict the reactants needed to synthesize the given product. (1) Given the product [O:36]=[C:34]1[C:33]2[C:32](=[CH:40][CH:39]=[CH:38][CH:37]=2)[C:31](=[O:41])[N:35]1[CH2:2][C:3]1[CH:30]=[CH:29][C:6]([C:7]([NH:9][C:10]2[C:15]([CH3:16])=[CH:14][C:13]([C:17]([F:26])([C:22]([F:25])([F:24])[F:23])[C:18]([F:21])([F:20])[F:19])=[CH:12][C:11]=2[CH2:27][CH3:28])=[O:8])=[CH:5][CH:4]=1, predict the reactants needed to synthesize it. The reactants are: Cl[CH2:2][C:3]1[CH:30]=[CH:29][C:6]([C:7]([NH:9][C:10]2[C:15]([CH3:16])=[CH:14][C:13]([C:17]([F:26])([C:22]([F:25])([F:24])[F:23])[C:18]([F:21])([F:20])[F:19])=[CH:12][C:11]=2[CH2:27][CH3:28])=[O:8])=[CH:5][CH:4]=1.[C:31]1(=[O:41])[NH:35][C:34](=[O:36])[C:33]2=[CH:37][CH:38]=[CH:39][CH:40]=[C:32]12.[K].[I-].[K+]. (2) Given the product [CH3:6][O:7][C:8]1[CH:13]=[CH:12][C:11]([N+:1]([O-:4])=[O:2])=[CH:10][C:9]=1[N:14]1[CH2:19][CH2:18][NH:17][CH2:16][CH2:15]1, predict the reactants needed to synthesize it. The reactants are: [N+:1]([O-:4])([O-])=[O:2].[K+].[CH3:6][O:7][C:8]1[CH:13]=[CH:12][CH:11]=[CH:10][C:9]=1[N:14]1[CH2:19][CH2:18][NH:17][CH2:16][CH2:15]1.[OH-].[Na+]. (3) Given the product [F:7][C:8]1[CH:9]=[CH:10][C:11]([C:14]2[N:15]=[C:16](/[CH:24]=[CH:25]/[C:26]3[CH:31]=[CH:30][C:29]([N:32]4[CH:36]=[C:35]([CH3:37])[N:34]=[CH:33]4)=[C:28]([O:38][CH3:39])[CH:27]=3)[N:17]([CH2:22][CH2:21][OH:20])[C:18]=2[CH2:19][OH:23])=[CH:12][CH:13]=1, predict the reactants needed to synthesize it. The reactants are: [H-].[H-].[H-].[H-].[Li+].[Al+3].[F:7][C:8]1[CH:13]=[CH:12][C:11]([C:14]2[N:15]=[C:16](/[CH:24]=[CH:25]/[C:26]3[CH:31]=[CH:30][C:29]([N:32]4[CH:36]=[C:35]([CH3:37])[N:34]=[CH:33]4)=[C:28]([O:38][CH3:39])[CH:27]=3)[N:17]3[CH2:22][CH2:21][O:20][C:19](=[O:23])[C:18]=23)=[CH:10][CH:9]=1.C(OCC)(=O)C.O.C(=O)(O)[O-].[Na+]. (4) Given the product [NH2:26][C:24]1[C:25]2=[C:17]([C:12]3[CH:13]=[CH:14][C:15]4[C:10]([CH:11]=3)=[N:9][N:8]([CH2:1][C:2]3[CH:3]=[CH:4][CH:5]=[CH:6][CH:7]=3)[CH:16]=4)[CH:18]=[C:19]([CH:27]3[CH2:31][CH2:30][N:29]([C:34]([N:33]([CH3:37])[CH3:32])=[O:35])[CH2:28]3)[N:20]2[N:21]=[CH:22][N:23]=1, predict the reactants needed to synthesize it. The reactants are: [CH2:1]([N:8]1[CH:16]=[C:15]2[C:10]([CH:11]=[C:12]([C:17]3[CH:18]=[C:19]([CH:27]4[CH2:31][CH2:30][NH:29][CH2:28]4)[N:20]4[C:25]=3[C:24]([NH2:26])=[N:23][CH:22]=[N:21]4)[CH:13]=[CH:14]2)=[N:9]1)[C:2]1[CH:7]=[CH:6][CH:5]=[CH:4][CH:3]=1.[CH3:32][N:33]([CH3:37])[C:34](Cl)=[O:35]. (5) The reactants are: [CH2:1]([O:3][CH2:4][C:5]1[CH:6]=[CH:7][C:8]([CH3:15])=[C:9]([NH:11][C:12](=[O:14])C)[CH:10]=1)[CH3:2].[H-].[Na+].ClC1O[C:21]([C:24]2[CH:29]=[CH:28][N:27]=[C:26]([Cl:30])[CH:25]=2)=[CH:22][N:23]=1. Given the product [Cl:30][C:26]1[CH:25]=[C:24]([C:21]2[O:14][C:12]([NH:11][C:9]3[CH:10]=[C:5]([CH2:4][O:3][CH2:1][CH3:2])[CH:6]=[CH:7][C:8]=3[CH3:15])=[N:23][CH:22]=2)[CH:29]=[CH:28][N:27]=1, predict the reactants needed to synthesize it. (6) Given the product [C:3]([O:7][C:8](=[O:25])[N:9]([C:10]1[N:11]=[C:12]([CH2:15][C:16]2[CH:21]=[CH:20][CH:19]=[C:18]([C:22](=[O:24])[CH3:23])[CH:17]=2)[O:13][CH:14]=1)[CH:37]=[CH:36][C:33]1[CH:32]=[CH:31][C:30]([C:29]([F:28])([F:41])[F:42])=[CH:35][CH:34]=1)([CH3:6])([CH3:4])[CH3:5], predict the reactants needed to synthesize it. The reactants are: N#N.[C:3]([O:7][C:8](=[O:25])[NH:9][C:10]1[N:11]=[C:12]([CH2:15][C:16]2[CH:21]=[CH:20][CH:19]=[C:18]([C:22](=[O:24])[CH3:23])[CH:17]=2)[O:13][CH:14]=1)([CH3:6])([CH3:5])[CH3:4].[H-].[Na+].[F:28][C:29]([F:42])([F:41])[C:30]1[CH:35]=[CH:34][C:33]([CH:36]=[CH:37]C(Cl)=O)=[CH:32][CH:31]=1. (7) Given the product [C:20]1([C@H:19]2[CH2:18][O:17][C:16](=[O:26])[N:15]2[C:9](=[O:14])[CH2:10][C@H:11]([C:1]2[CH:6]=[CH:5][CH:4]=[CH:3][CH:2]=2)[CH2:12][CH3:13])[CH:21]=[CH:22][CH:23]=[CH:24][CH:25]=1, predict the reactants needed to synthesize it. The reactants are: [C:1]1([Mg]Cl)[CH:6]=[CH:5][CH:4]=[CH:3][CH:2]=1.[C:9]([N:15]1[C@@H:19]([C:20]2[CH:25]=[CH:24][CH:23]=[CH:22][CH:21]=2)[CH2:18][O:17][C:16]1=[O:26])(=[O:14])/[CH:10]=[CH:11]/[CH2:12][CH3:13].